Dataset: Peptide-MHC class I binding affinity with 185,985 pairs from IEDB/IMGT. Task: Regression. Given a peptide amino acid sequence and an MHC pseudo amino acid sequence, predict their binding affinity value. This is MHC class I binding data. (1) The peptide sequence is LFQLIFFLT. The MHC is HLA-A29:02 with pseudo-sequence HLA-A29:02. The binding affinity (normalized) is 0.0828. (2) The peptide sequence is NPGTYVYFY. The MHC is HLA-A11:01 with pseudo-sequence HLA-A11:01. The binding affinity (normalized) is 0.0236. (3) The peptide sequence is LLAAVASSY. The MHC is HLA-A24:03 with pseudo-sequence HLA-A24:03. The binding affinity (normalized) is 0.146. (4) The peptide sequence is TTEMLSRALK. The binding affinity (normalized) is 0.764. The MHC is HLA-A68:01 with pseudo-sequence HLA-A68:01. (5) The peptide sequence is KLGEGFKSL. The MHC is HLA-A24:03 with pseudo-sequence HLA-A24:03. The binding affinity (normalized) is 0.0847.